Dataset: Full USPTO retrosynthesis dataset with 1.9M reactions from patents (1976-2016). Task: Predict the reactants needed to synthesize the given product. (1) Given the product [C:1]([NH:15][NH2:16])(=[O:9])[CH2:2][CH2:3][CH2:4][CH2:5][CH:6]=[CH2:7], predict the reactants needed to synthesize it. The reactants are: [C:1]([OH:9])(=O)[CH2:2][CH2:3][CH2:4][CH2:5][CH:6]=[CH2:7].[Si](C=[N+:15]=[N-:16])(C)(C)C. (2) The reactants are: [CH:1]1[C:11]2[CH:10]=[CH:9][C:8]3[CH:12]=[CH:13][CH:14]=[CH:15][C:7]=3[C:6](=[C:16]3[CH2:21][CH2:20][N:19]([C:22](=[O:33])[CH2:23][NH:24][C:25]([CH2:27][C@H:28]4[CH2:30][C:29]4([CH3:32])[CH3:31])=[O:26])[CH2:18][CH2:17]3)[C:5]=2[CH:4]=[CH:3][CH:2]=1. Given the product [CH:1]1[C:11]2[CH2:10][CH2:9][C:8]3[CH:12]=[CH:13][CH:14]=[CH:15][C:7]=3[C:6](=[C:16]3[CH2:17][CH2:18][N:19]([C:22](=[O:33])[CH2:23][NH:24][C:25]([CH2:27][C@H:28]4[CH2:30][C:29]4([CH3:31])[CH3:32])=[O:26])[CH2:20][CH2:21]3)[C:5]=2[CH:4]=[CH:3][CH:2]=1, predict the reactants needed to synthesize it. (3) Given the product [CH3:16][O:15][C:12]1[CH:13]=[C:14]2[C:9](=[CH:10][C:11]=1[O:17][CH3:18])[N:8]=[CH:7][CH:6]=[C:5]2[O:4][C:3]1[CH:19]=[CH:20][C:21]([NH2:23])=[CH:22][C:2]=1[F:1], predict the reactants needed to synthesize it. The reactants are: [F:1][C:2]1[CH:22]=[C:21]([N+:23]([O-])=O)[CH:20]=[CH:19][C:3]=1[O:4][C:5]1[C:14]2[C:9](=[CH:10][C:11]([O:17][CH3:18])=[C:12]([O:15][CH3:16])[CH:13]=2)[N:8]=[CH:7][CH:6]=1.[H][H]. (4) Given the product [F:1][C:2]1[CH:17]=[C:16]([F:18])[CH:15]=[CH:14][C:3]=1[CH2:4][N:5]1[C:10](=[O:11])[CH:9]=[CH:8][C:7]([CH:12]=[O:13])=[N:6]1, predict the reactants needed to synthesize it. The reactants are: [F:1][C:2]1[CH:17]=[C:16]([F:18])[CH:15]=[CH:14][C:3]=1[CH2:4][N:5]1[C:10](=[O:11])[CH:9]=[CH:8][C:7]([CH2:12][OH:13])=[N:6]1.